From a dataset of Full USPTO retrosynthesis dataset with 1.9M reactions from patents (1976-2016). Predict the reactants needed to synthesize the given product. (1) Given the product [ClH:22].[CH3:1][N:2]1[CH:7]=[CH:6][C:5]([C:8]2[CH2:9][CH2:10][NH:11][CH2:12][CH:13]=2)=[CH:4][C:3]1=[O:21].[ClH:22], predict the reactants needed to synthesize it. The reactants are: [CH3:1][N:2]1[CH:7]=[CH:6][C:5]([C:8]2[CH2:9][CH2:10][N:11](C(OC(C)(C)C)=O)[CH2:12][CH:13]=2)=[CH:4][C:3]1=[O:21].[ClH:22].O1CCOCC1. (2) Given the product [F:1][C:2]1[C:10]([F:11])=[CH:9][C:8]([N+:12]([O-:14])=[O:13])=[CH:7][C:3]=1[CH2:4][OH:5], predict the reactants needed to synthesize it. The reactants are: [F:1][C:2]1[C:10]([F:11])=[CH:9][C:8]([N+:12]([O-:14])=[O:13])=[CH:7][C:3]=1[C:4](O)=[O:5].CO.